This data is from Catalyst prediction with 721,799 reactions and 888 catalyst types from USPTO. The task is: Predict which catalyst facilitates the given reaction. Reactant: [CH2:1]([C:8]1([CH3:18])[C:13](=[O:14])[N:12]([CH3:15])[C:11](=[O:16])[NH:10][C:9]1=[O:17])[C:2]1[CH:7]=[CH:6][CH:5]=[CH:4][CH:3]=1.[H-].[Na+].Br.Br[CH2:23][C:24]([C:26]1[CH:27]=[N:28][CH:29]=[CH:30][CH:31]=1)=[O:25]. The catalyst class is: 3. Product: [CH2:1]([C:8]1([CH3:18])[C:13](=[O:14])[N:12]([CH3:15])[C:11](=[O:16])[N:10]([CH2:23][C:24](=[O:25])[C:26]2[CH:27]=[N:28][CH:29]=[CH:30][CH:31]=2)[C:9]1=[O:17])[C:2]1[CH:7]=[CH:6][CH:5]=[CH:4][CH:3]=1.